This data is from Forward reaction prediction with 1.9M reactions from USPTO patents (1976-2016). The task is: Predict the product of the given reaction. (1) Given the reactants CC(C[AlH]CC(C)C)C.[CH:10]1([C:13]2[CH:14]=[N:15][C:16]3[C:21]([C:22]=2[C:23](OC)=[O:24])=[CH:20][CH:19]=[CH:18][CH:17]=3)[CH2:12][CH2:11]1.O.[O-]S([O-])(=O)=O.[Na+].[Na+], predict the reaction product. The product is: [CH:10]1([C:13]2[CH:14]=[N:15][C:16]3[C:21]([C:22]=2[CH2:23][OH:24])=[CH:20][CH:19]=[CH:18][CH:17]=3)[CH2:12][CH2:11]1. (2) Given the reactants [C:1]([C:3]1[CH:8]=[CH:7][C:6]([C:9]2[CH2:14][CH2:13][N:12](C(OC(C)(C)C)=O)[CH2:11][CH:10]=2)=[CH:5][CH:4]=1)#[N:2].C(Cl)Cl.[C:25]([OH:31])([C:27]([F:30])([F:29])[F:28])=[O:26], predict the reaction product. The product is: [NH:12]1[CH2:11][CH:10]=[C:9]([C:6]2[CH:7]=[CH:8][C:3]([C:1]#[N:2])=[CH:4][CH:5]=2)[CH2:14][CH2:13]1.[C:25]([OH:31])([C:27]([F:30])([F:29])[F:28])=[O:26]. (3) Given the reactants [NH:1]1[CH2:5][CH2:4][CH2:3][CH2:2]1.[Cl:6][C:7]1[CH:12]=[CH:11][C:10]([N+:13]([O-:15])=[O:14])=[C:9](F)[CH:8]=1, predict the reaction product. The product is: [Cl:6][C:7]1[CH:8]=[CH:9][C:10]([N+:13]([O-:15])=[O:14])=[C:11]([N:1]2[CH2:5][CH2:4][CH2:3][CH2:2]2)[CH:12]=1. (4) The product is: [N:20]1([C:15]2[CH:14]=[C:13]([CH:18]=[CH:17][CH:16]=2)[CH2:12][NH:11][C:9]2[C:5]([C:6]([NH2:8])=[O:7])=[CH:4][N:3]=[C:2]([Cl:1])[CH:10]=2)[CH:24]=[CH:23][N:22]=[CH:21]1. Given the reactants [Cl:1][C:2]1[CH:10]=[C:9]([NH:11][CH2:12][C:13]2[CH:18]=[CH:17][CH:16]=[C:15](I)[CH:14]=2)[C:5]([C:6]([NH2:8])=[O:7])=[CH:4][N:3]=1.[NH:20]1[CH:24]=[CH:23][N:22]=[CH:21]1.OC1C=CC=C2C=1N=CC=C2.C([O-])([O-])=O.[K+].[K+], predict the reaction product. (5) Given the reactants [CH3:1][O:2][C:3]1[CH:8]=[CH:7][CH:6]=[CH:5][C:4]=1[N:9]1[CH2:14][CH2:13][N:12]([C:15](=[S:17])[NH2:16])[CH2:11][CH2:10]1.Br[CH:19]([C:25](=O)[C:26]1[CH:31]=[CH:30][CH:29]=[CH:28][CH:27]=1)[CH2:20][C:21]([O:23][CH3:24])=[O:22], predict the reaction product. The product is: [CH3:1][O:2][C:3]1[CH:8]=[CH:7][CH:6]=[CH:5][C:4]=1[N:9]1[CH2:10][CH2:11][N:12]([C:15]2[S:17][C:19]([CH2:20][C:21]([O:23][CH3:24])=[O:22])=[C:25]([C:26]3[CH:31]=[CH:30][CH:29]=[CH:28][CH:27]=3)[N:16]=2)[CH2:13][CH2:14]1. (6) Given the reactants CC1C=C(C(C)(C)C)C=C(C)C=1S(F)(F)[F:14].[CH:17]1[CH:22]=[CH:21][C:20]([C@@H:23](O)[C@@H:24](O)[C:25]2[CH:30]=[CH:29][CH:28]=[CH:27][CH:26]=2)=C[CH:18]=1.FC(C1C=CC=CC=1)[CH:35]([F:42])C1C=CC=CC=1, predict the reaction product. The product is: [F:14][CH:35]([F:42])[CH:24]([C:23]1[CH:18]=[CH:17][CH:22]=[CH:21][CH:20]=1)[C:25]1[CH:26]=[CH:27][CH:28]=[CH:29][CH:30]=1.